Dataset: Full USPTO retrosynthesis dataset with 1.9M reactions from patents (1976-2016). Task: Predict the reactants needed to synthesize the given product. Given the product [F:16][C:17]1[CH:18]=[C:19]([C@@:23]23[C@@H:32]([OH:33])[CH2:31][CH2:30][CH2:29][C@H:28]2[C@H:27]([CH3:34])[C:26]2([O:4][CH2:1][CH2:2][O:3]2)[CH2:25][CH2:24]3)[CH:20]=[CH:21][CH:22]=1, predict the reactants needed to synthesize it. The reactants are: [CH2:1]([OH:4])[CH2:2][OH:3].C1(C)C=CC(S(O)(=O)=O)=CC=1.[F:16][C:17]1[CH:18]=[C:19]([C@@:23]23[C@@H:32]([OH:33])[CH2:31][CH2:30][CH2:29][C@H:28]2[C@H:27]([CH3:34])[C:26](=O)[CH2:25][CH2:24]3)[CH:20]=[CH:21][CH:22]=1.